This data is from Forward reaction prediction with 1.9M reactions from USPTO patents (1976-2016). The task is: Predict the product of the given reaction. (1) Given the reactants C1([C:7]2[C:19]3[NH:18][C:17]4[C:12](=[CH:13][CH:14]=[CH:15][CH:16]=4)[C:11]=3[CH:10]=[C:9]([C:20]3[C:28]4O[C:26]5[C:29](B(O)O)=[CH:30][CH:31]=[CH:32][C:25]=5[C:24]=4[CH:23]=[CH:22][CH:21]=3)[CH:8]=2)C=CC=CC=1.Br[C:37]1[CH:38]=[C:39]([C:43]2[N:48]=[C:47]([C:49]3[CH:54]=[CH:53][CH:52]=[CH:51][CH:50]=3)[N:46]=[C:45]([C:55]3[CH:60]=[CH:59][CH:58]=[CH:57][CH:56]=3)[N:44]=2)[CH:40]=[CH:41][CH:42]=1.C([O-])([O-])=O.[Na+].[Na+].ClCCl.[OH2:70], predict the reaction product. The product is: [C:49]1([C:47]2[N:46]=[C:45]([C:55]3[CH:56]=[CH:57][CH:58]=[CH:59][CH:60]=3)[N:44]=[C:43]([C:39]3[CH:38]=[C:37]([C:31]4[C:32]5[O:70][C:28]6[C:20]([C:9]7[CH:8]=[CH:7][C:19]8[N:18]([C:7]9[CH:19]=[CH:11][CH:10]=[CH:9][CH:8]=9)[C:17]9[C:12]([C:11]=8[CH:10]=7)=[CH:13][CH:14]=[CH:15][CH:16]=9)=[CH:21][CH:22]=[CH:23][C:24]=6[C:25]=5[CH:26]=[CH:29][CH:30]=4)[CH:42]=[CH:41][CH:40]=3)[N:48]=2)[CH:54]=[CH:53][CH:52]=[CH:51][CH:50]=1. (2) The product is: [CH:17]1([NH:16][C:15]2[N:7]([C:1]3[CH:2]=[CH:3][CH:4]=[CH:5][CH:6]=3)[N:8]=[C:9]3[C:14]=2[CH2:13][CH2:12][CH2:11][CH2:10]3)[CH2:22][CH2:21][CH2:20][CH2:19][CH2:18]1. Given the reactants [C:1]1([N:7]2[C:15]([NH2:16])=[C:14]3[C:9]([CH2:10][CH2:11][CH2:12][CH2:13]3)=[N:8]2)[CH:6]=[CH:5][CH:4]=[CH:3][CH:2]=1.[C:17]1(=O)[CH2:22][CH2:21][CH2:20][CH2:19][CH2:18]1.C(O[BH-](OC(=O)C)OC(=O)C)(=O)C.[Na+].C(O)(=O)C, predict the reaction product. (3) Given the reactants [CH2:1]([O:8][C:9]1[C:18]2[C:13](=[CH:14][CH:15]=[C:16]([F:19])[CH:17]=2)[CH:12]=[C:11]([CH2:20]Cl)[C:10]=1[CH3:22])[C:2]1[CH:7]=[CH:6][CH:5]=[CH:4][CH:3]=1.[C:23](=[O:26])([O-])[O-:24].[K+].[K+].O1CCC[CH2:30]1.CO, predict the reaction product. The product is: [CH3:30][O:24][C:23](=[O:26])[CH2:20][C:11]1[C:10]([CH3:22])=[C:9]([O:8][CH2:1][C:2]2[CH:7]=[CH:6][CH:5]=[CH:4][CH:3]=2)[C:18]2[C:13](=[CH:14][CH:15]=[C:16]([F:19])[CH:17]=2)[CH:12]=1. (4) The product is: [CH3:26][C:17]1[CH:22]=[CH:21][CH:20]=[CH:19][C:18]=1[C:8]1[CH:16]=[CH:15][C:11]([C:12]([OH:14])=[O:13])=[CH:10][CH:9]=1. Given the reactants C(=O)([O-])[O-].[K+].[K+].Br[C:8]1[CH:16]=[CH:15][C:11]([C:12]([OH:14])=[O:13])=[CH:10][CH:9]=1.[C:17]1([CH3:26])[CH:22]=[CH:21][CH:20]=[CH:19][C:18]=1B(O)O, predict the reaction product. (5) Given the reactants [F:1][C:2]1[CH:7]=[CH:6][C:5]([C:8]2[CH:12]=[C:11]([C:13]([NH:15][CH2:16][CH2:17][C:18]([OH:20])=O)=[O:14])[O:10][N:9]=2)=[CH:4][CH:3]=1.Cl.[NH:22]1[CH2:25][CH2:24][CH2:23]1.ClCCl.CCN(C(C)C)C(C)C, predict the reaction product. The product is: [N:22]1([C:18](=[O:20])[CH2:17][CH2:16][NH:15][C:13]([C:11]2[O:10][N:9]=[C:8]([C:5]3[CH:4]=[CH:3][C:2]([F:1])=[CH:7][CH:6]=3)[CH:12]=2)=[O:14])[CH2:25][CH2:24][CH2:23]1. (6) Given the reactants [Cl:1][C:2]1[C:11]([O:12][CH2:13][C:14]([CH3:16])=[O:15])=[C:10]([S:17]([CH2:20][CH3:21])(=[O:19])=[O:18])[CH:9]=[CH:8][C:3]=1[C:4]([O:6]C)=[O:5].[OH-].[Na+], predict the reaction product. The product is: [Cl:1][C:2]1[C:11]([O:12][CH2:13][C:14]([CH3:16])=[O:15])=[C:10]([S:17]([CH2:20][CH3:21])(=[O:19])=[O:18])[CH:9]=[CH:8][C:3]=1[C:4]([OH:6])=[O:5]. (7) Given the reactants [Cl:1][C:2]1[CH:7]=[CH:6][C:5]([CH:8]2[N:12]([C:13]3[CH:18]=[C:17]([CH3:19])[C:16](=[O:20])[N:15]([CH3:21])[CH:14]=3)[C:11](=[O:22])[CH:10]([C:23]([CH:25]3[CH2:27][CH2:26]3)=O)[C:9]2=O)=[CH:4][CH:3]=1.[CH3:29][O:30][CH2:31][CH2:32][NH:33][NH2:34], predict the reaction product. The product is: [Cl:1][C:2]1[CH:7]=[CH:6][C:5]([CH:8]2[C:9]3[N:33]([CH2:32][CH2:31][O:30][CH3:29])[N:34]=[C:23]([CH:25]4[CH2:27][CH2:26]4)[C:10]=3[C:11](=[O:22])[N:12]2[C:13]2[CH:18]=[C:17]([CH3:19])[C:16](=[O:20])[N:15]([CH3:21])[CH:14]=2)=[CH:4][CH:3]=1.